This data is from Catalyst prediction with 721,799 reactions and 888 catalyst types from USPTO. The task is: Predict which catalyst facilitates the given reaction. (1) Reactant: C[Si](Cl)(C)C.Br[CH2:7][C:8]([O:10][CH2:11][CH3:12])=[O:9].O1CCCCC1[O:19][C:20]1[CH:27]=[CH:26][C:23](C=O)=[C:22]([B:28]2[O:32][C:31](C)(C)C(C)(C)[O:29]2)[CH:21]=1.Cl. Product: [CH2:11]([O:10][C:8](=[O:9])[CH2:7][CH:31]1[O:32][B:28]([OH:29])[C:22]2[CH:21]=[C:20]([OH:19])[CH:27]=[CH:26][C:23]1=2)[CH3:12]. The catalyst class is: 324. (2) Reactant: [OH:1][C@H:2]1[CH2:7][CH2:6][C@H:5]([C:8]([O:10][CH3:11])=[O:9])[CH2:4][CH2:3]1.Cl[C:13]1[CH:18]=[N:17][CH:16]=[CH:15][N:14]=1.C(=O)([O-])[O-].[K+].[K+].CS([O-])=O.[Na+]. Product: [N:14]1[CH:15]=[CH:16][N:17]=[CH:18][C:13]=1[O:1][C@@H:2]1[CH2:3][CH2:4][C@H:5]([C:8]([O:10][CH3:11])=[O:9])[CH2:6][CH2:7]1. The catalyst class is: 9. (3) Reactant: [CH2:1]([O:3][C:4](=[O:32])[CH2:5][O:6][C:7]1[CH:12]=[C:11]([CH:13]([CH3:15])[CH3:14])[CH:10]=[CH:9][C:8]=1[CH2:16][CH2:17][NH:18][S:19]([C:22]1[CH:27]=[C:26]([C:28]#[N:29])[CH:25]=[CH:24][C:23]=1[O:30]C)(=[O:21])=[O:20])[CH3:2].[Cl-].[Li+]. Product: [CH2:1]([O:3][C:4](=[O:32])[CH2:5][O:6][C:7]1[CH:12]=[C:11]([CH:13]([CH3:14])[CH3:15])[CH:10]=[CH:9][C:8]=1[CH2:16][CH2:17][NH:18][S:19]([C:22]1[CH:27]=[C:26]([C:28]#[N:29])[CH:25]=[CH:24][C:23]=1[OH:30])(=[O:20])=[O:21])[CH3:2]. The catalyst class is: 9. (4) Reactant: [NH2:1][C:2]1[N:7]=[C:6]([NH:8][C@@H:9]([CH2:13][CH2:14][CH3:15])[CH2:10][CH2:11][OH:12])[C:5]([CH2:16][C:17]2[CH:35]=[CH:34][C:20]([CH2:21][N:22]3[CH2:26][CH2:25][CH2:24][C@@H:23]3[C:27]([O:29]C(C)(C)C)=[O:28])=[CH:19][C:18]=2[O:36][CH3:37])=[C:4]([CH3:38])[N:3]=1.FC(F)(F)C(O)=O.CO. Product: [NH2:1][C:2]1[N:7]=[C:6]([NH:8][C@@H:9]([CH2:13][CH2:14][CH3:15])[CH2:10][CH2:11][OH:12])[C:5]([CH2:16][C:17]2[CH:35]=[CH:34][C:20]([CH2:21][N:22]3[CH2:26][CH2:25][CH2:24][C@@H:23]3[C:27]([OH:29])=[O:28])=[CH:19][C:18]=2[O:36][CH3:37])=[C:4]([CH3:38])[N:3]=1. The catalyst class is: 22.